This data is from Catalyst prediction with 721,799 reactions and 888 catalyst types from USPTO. The task is: Predict which catalyst facilitates the given reaction. (1) Reactant: [C:1]([OH:4])(=O)[CH3:2].C(OC(=O)C)(=O)C.[CH3:12][C:13]1([CH3:23])[C:22]2[C:17](=[CH:18]C=C[CH:21]=2)[CH2:16][CH2:15][CH2:14]1. Product: [CH3:12][C:13]1([CH3:23])[C:14]2[C:2](=[CH:18][CH:17]=[CH:16][CH:15]=2)[C:1](=[O:4])[CH2:21][CH2:22]1. The catalyst class is: 638. (2) Product: [CH3:11][C:8]1[S:9][CH:10]=[C:6]([CH2:5][C:4]([OH:12])=[O:3])[N:7]=1. Reactant: C([O:3][C:4](=[O:12])[CH2:5][C:6]1[N:7]=[C:8]([CH3:11])[S:9][CH:10]=1)C.[OH-].[K+]. The catalyst class is: 30. (3) Reactant: [C:1]([S@:5](/[N:7]=[CH:8]/[C:9]1[CH:21]=[CH:20][C:12]([C:13]([O:15][C:16]([CH3:19])([CH3:18])[CH3:17])=[O:14])=[CH:11][CH:10]=1)=[O:6])([CH3:4])([CH3:3])[CH3:2].[F:22][C:23]([Si](C)(C)C)([F:25])[F:24]. Product: [C:1]([S@:5]([NH:7][C@@H:8]([C:9]1[CH:10]=[CH:11][C:12]([C:13]([O:15][C:16]([CH3:19])([CH3:18])[CH3:17])=[O:14])=[CH:20][CH:21]=1)[C:23]([F:25])([F:24])[F:22])=[O:6])([CH3:4])([CH3:2])[CH3:3]. The catalyst class is: 1. (4) Reactant: C(OC(C1C=C(C2C=CC(C[Br:19])=CC=2)C=CC=1)=O)C.[CH2:20]([O:22][C:23]([C:25]1[CH:30]=[CH:29][C:28]([C:31]2[CH:36]=[CH:35][CH:34]=[CH:33][C:32]=2[CH3:37])=[CH:27][CH:26]=1)=[O:24])[CH3:21].BrN1C(=O)CCC1=O. Product: [CH2:20]([O:22][C:23]([C:25]1[CH:30]=[CH:29][C:28]([C:31]2[CH:36]=[CH:35][CH:34]=[CH:33][C:32]=2[CH2:37][Br:19])=[CH:27][CH:26]=1)=[O:24])[CH3:21]. The catalyst class is: 734. (5) Reactant: [OH-].[Na+].C([O:5][C:6](=[O:44])[CH2:7][C:8]1[CH:13]=[C:12]([C:14]2[N:18]([CH:19]([CH3:21])[CH3:20])[C:17]3[CH:22]([C:34]4[CH:39]=[CH:38][C:37]([C:40]#[N:41])=[CH:36][CH:35]=4)[N:23]([C:26]4[CH:31]=[CH:30][CH:29]=[C:28]([Cl:32])[C:27]=4[F:33])[C:24](=[O:25])[C:16]=3[CH:15]=2)[C:11]([O:42][CH3:43])=[CH:10][N:9]=1)C.Cl. Product: [Cl:32][C:28]1[C:27]([F:33])=[C:26]([N:23]2[C:24](=[O:25])[C:16]3[CH:15]=[C:14]([C:12]4[C:11]([O:42][CH3:43])=[CH:10][N:9]=[C:8]([CH2:7][C:6]([OH:44])=[O:5])[CH:13]=4)[N:18]([CH:19]([CH3:21])[CH3:20])[C:17]=3[CH:22]2[C:34]2[CH:39]=[CH:38][C:37]([C:40]#[N:41])=[CH:36][CH:35]=2)[CH:31]=[CH:30][CH:29]=1. The catalyst class is: 200. (6) Reactant: [S:1]1[C:5]2[CH:6]=[CH:7][CH:8]=[CH:9][C:4]=2[N:3]=[C:2]1[CH2:10][C@H:11]1[CH2:15][O:14][CH2:13][C@H:12]1[NH2:16].[CH3:17][C:18]1[CH:19]=[CH:20][C:21]([N:27]2[N:31]=[CH:30][CH:29]=[N:28]2)=[C:22]([CH:26]=1)[C:23](O)=[O:24].CN(C(ON1N=NC2C=CC=CC1=2)=[N+](C)C)C.[B-](F)(F)(F)F.CCN(C(C)C)C(C)C. Product: [S:1]1[C:5]2[CH:6]=[CH:7][CH:8]=[CH:9][C:4]=2[N:3]=[C:2]1[CH2:10][C@H:11]1[CH2:15][O:14][CH2:13][C@H:12]1[NH:16][C:23](=[O:24])[C:22]1[CH:26]=[C:18]([CH3:17])[CH:19]=[CH:20][C:21]=1[N:27]1[N:31]=[CH:30][CH:29]=[N:28]1. The catalyst class is: 18. (7) Reactant: Cl.[CH3:2][N:3]1[C:7]2[CH:8]=[CH:9][CH:10]=[CH:11][C:6]=2[S:5][C:4]1=[N:12][NH2:13].[CH3:14][N:15]1[CH:19]=[CH:18][N:17]=[C:16]1[CH:20]=O.Cl.[OH-].[Na+]. Product: [CH3:2][N:3]1[C:7]2[CH:8]=[CH:9][CH:10]=[CH:11][C:6]=2[S:5]/[C:4]/1=[N:12]/[N:13]=[CH:20][C:16]1[N:15]([CH3:14])[CH:19]=[CH:18][N:17]=1. The catalyst class is: 8. (8) Reactant: [Br:1][C:2]1[C:3]([O:9][CH2:10][C:11]#[CH:12])=[N:4][C:5](Cl)=[N:6][CH:7]=1.[NH2:13][C:14]1[CH:15]=[C:16]([CH:21]=[C:22]([NH2:24])[CH:23]=1)[C:17]([O:19][CH3:20])=[O:18].Cl. Product: [NH2:13][C:14]1[CH:15]=[C:16]([CH:21]=[C:22]([NH:24][C:5]2[N:4]=[C:3]([O:9][CH2:10][C:11]#[CH:12])[C:2]([Br:1])=[CH:7][N:6]=2)[CH:23]=1)[C:17]([O:19][CH3:20])=[O:18]. The catalyst class is: 5. (9) Reactant: [Cl:1][C:2]1[S:6][C:5]([C:7]([NH:9][CH2:10][CH2:11][C:12]([OH:14])=O)=[O:8])=[CH:4][CH:3]=1.[NH:15]1[C:23]2[C:18](=[CH:19][C:20]([N:24]3[CH:29]=[CH:28][N:27]=[CH:26][C:25]3=[O:30])=[CH:21][CH:22]=2)[CH2:17][CH2:16]1.[B-](F)(F)(F)F.CCOC(C(C#N)=NOC(N(C)C)=[N+](C)C)=O.C(N(CC)CC)C. Product: [O:14]=[C:12]([N:15]1[C:23]2[C:18](=[CH:19][C:20]([N:24]3[CH:29]=[CH:28][N:27]=[CH:26][C:25]3=[O:30])=[CH:21][CH:22]=2)[CH2:17][CH2:16]1)[CH2:11][CH2:10][NH:9][C:7]([C:5]1[S:6][C:2]([Cl:1])=[CH:3][CH:4]=1)=[O:8]. The catalyst class is: 18. (10) Reactant: [Cl:1][C:2]1[C:3]([O:12][C:13]2[CH:18]=[C:17]([OH:19])[CH:16]=[CH:15][C:14]=2[CH2:20][CH2:21][C:22]([O:24][CH2:25][CH3:26])=[O:23])=[N:4][CH:5]=[C:6]([C:8]([F:11])([F:10])[F:9])[CH:7]=1.C(=O)([O-])[O-].[K+].[K+].Cl[CH2:34][C:35]([N:37]([CH2:40][CH3:41])[CH2:38][CH3:39])=[O:36].Cl. Product: [Cl:1][C:2]1[C:3]([O:12][C:13]2[CH:18]=[C:17]([O:19][CH2:34][C:35]([N:37]([CH2:40][CH3:41])[CH2:38][CH3:39])=[O:36])[CH:16]=[CH:15][C:14]=2[CH2:20][CH2:21][C:22]([O:24][CH2:25][CH3:26])=[O:23])=[N:4][CH:5]=[C:6]([C:8]([F:9])([F:11])[F:10])[CH:7]=1. The catalyst class is: 9.